Dataset: Experimental lipophilicity measurements (octanol/water distribution) for 4,200 compounds from AstraZeneca. Task: Regression/Classification. Given a drug SMILES string, predict its absorption, distribution, metabolism, or excretion properties. Task type varies by dataset: regression for continuous measurements (e.g., permeability, clearance, half-life) or binary classification for categorical outcomes (e.g., BBB penetration, CYP inhibition). For this dataset (lipophilicity_astrazeneca), we predict Y. (1) The compound is O=C(c1ccc(C(=C2CCN(Cc3cscn3)CC2)c2cccc3cccnc23)cc1)N1CCCC1. The Y is 2.75 logD. (2) The molecule is O=C1COc2ccc(CNC3CCN(CCN4C(=O)COc5ccc(Cl)cc54)CC3)nc2N1. The Y is 1.33 logD. (3) The drug is CC(C)CC(c1ccncc1)n1[nH]c(=O)c2nc3cc(Cl)ccc3c(O)c2c1=O. The Y is 1.64 logD. (4) The compound is CN(C)CC(O)COc1ccc(Nc2nccc(N(CC#N)c3cc(Cl)ccc3Cl)n2)cc1. The Y is 2.40 logD. (5) The drug is CN(c1ccccc1)c1ccnc(Nc2cc(N3CCOCC3)cc(N3CCOCC3)c2)n1. The Y is 3.47 logD. (6) The compound is CCCNC(=O)c1nnc2c(-c3ncccn3)cccc2c1N. The Y is 1.86 logD. (7) The compound is O=[N+]([O-])c1ccc2[nH]ncc2c1. The Y is 2.20 logD.